Dataset: Forward reaction prediction with 1.9M reactions from USPTO patents (1976-2016). Task: Predict the product of the given reaction. (1) Given the reactants ClC1C(OC2CCC(=O)CC2)=CC(F)=C(C=1)C(O)=O.[CH:20]1([C:23]2[C:24]([O:33][CH:34]3[CH2:41][CH2:40][C:37]4([CH2:39][CH2:38]4)[CH2:36][CH2:35]3)=[CH:25][C:26]([F:32])=[C:27]([CH:31]=2)[C:28]([OH:30])=O)[CH2:22][CH2:21]1.[N:42]1([S:46]([NH2:49])(=[O:48])=[O:47])[CH2:45][CH2:44][CH2:43]1, predict the reaction product. The product is: [N:42]1([S:46]([NH:49][C:28](=[O:30])[C:27]2[CH:31]=[C:23]([CH:20]3[CH2:21][CH2:22]3)[C:24]([O:33][CH:34]3[CH2:35][CH2:36][C:37]4([CH2:38][CH2:39]4)[CH2:40][CH2:41]3)=[CH:25][C:26]=2[F:32])(=[O:48])=[O:47])[CH2:45][CH2:44][CH2:43]1. (2) Given the reactants Br[C:2]1[CH:24]=[CH:23][C:5]([CH2:6][NH:7][C:8]([C@@H:10]2[CH2:14][C@@H:13]([OH:15])[CH2:12][N:11]2[C:16]([O:18][C:19]([CH3:22])([CH3:21])[CH3:20])=[O:17])=[O:9])=[CH:4][CH:3]=1.[CH3:25][C:26]1[N:27]=[CH:28][S:29][CH:30]=1.C([O-])(=O)C.[K+].O, predict the reaction product. The product is: [OH:15][C@H:13]1[CH2:12][N:11]([C:16]([O:18][C:19]([CH3:22])([CH3:21])[CH3:20])=[O:17])[C@H:10]([C:8](=[O:9])[NH:7][CH2:6][C:5]2[CH:23]=[CH:24][C:2]([C:30]3[S:29][CH:28]=[N:27][C:26]=3[CH3:25])=[CH:3][CH:4]=2)[CH2:14]1. (3) Given the reactants [BH4-].[Na+].[CH3:3][C:4]1([CH3:21])[O:8][C@@H:7]2[CH2:9][CH2:10][CH2:11][CH2:12][C@H:13]([NH:14]C(=O)C(Cl)(Cl)[Cl:17])[C@@H:6]2[O:5]1, predict the reaction product. The product is: [ClH:17].[CH3:3][C:4]1([CH3:21])[O:8][C@@H:7]2[CH2:9][CH2:10][CH2:11][CH2:12][C@H:13]([NH2:14])[C@@H:6]2[O:5]1. (4) Given the reactants [CH3:1][C:2]1[CH:3]=[C:4]([CH2:11][C@@H:12]([O:16][C:17]([N:19]2[CH2:24][CH2:23][CH:22]([C:25]3[C:26](=[O:35])[NH:27][C:28]4[C:33]([CH:34]=3)=[CH:32][CH:31]=[CH:30][CH:29]=4)[CH2:21][CH2:20]2)=[O:18])[C:13](O)=[O:14])[CH:5]=[C:6]2[C:10]=1[NH:9][N:8]=[CH:7]2.C(N(C(C)C)CC)(C)C.[N:45]1([CH:51]2[CH2:56][CH2:55][NH:54][CH2:53][CH2:52]2)[CH2:50][CH2:49][CH2:48][CH2:47][CH2:46]1.C1CN([P+](ON2N=NC3C=CC=CC2=3)(N2CCCC2)N2CCCC2)CC1.F[P-](F)(F)(F)(F)F, predict the reaction product. The product is: [O:35]=[C:26]1[C:25]([CH:22]2[CH2:23][CH2:24][N:19]([C:17]([O:16][C@H:12]([CH2:11][C:4]3[CH:5]=[C:6]4[C:10](=[C:2]([CH3:1])[CH:3]=3)[NH:9][N:8]=[CH:7]4)[C:13](=[O:14])[N:54]3[CH2:55][CH2:56][CH:51]([N:45]4[CH2:50][CH2:49][CH2:48][CH2:47][CH2:46]4)[CH2:52][CH2:53]3)=[O:18])[CH2:20][CH2:21]2)=[CH:34][C:33]2[C:28](=[CH:29][CH:30]=[CH:31][CH:32]=2)[NH:27]1. (5) The product is: [Br:7][C:8]1[CH:9]=[CH:10][C:11]([F:16])=[C:12]([CH:15]=1)[CH:13]=[CH2:1]. Given the reactants [CH3:1]C(C)([O-])C.[K+].[Br:7][C:8]1[CH:9]=[CH:10][C:11]([F:16])=[C:12]([CH:15]=1)[CH:13]=O, predict the reaction product. (6) Given the reactants CC1[N:3]([C:8]2[CH:12]=[C:11]([I:13])[N:10]([C:14]3[CH:19]=[CH:18][CH:17]=[C:16]([F:20])[CH:15]=3)[N:9]=2)C(C)=CC=1.[Cl-].O[NH3+].C(N(CC)CC)C, predict the reaction product. The product is: [F:20][C:16]1[CH:15]=[C:14]([N:10]2[C:11]([I:13])=[CH:12][C:8]([NH2:3])=[N:9]2)[CH:19]=[CH:18][CH:17]=1. (7) Given the reactants ClC(Cl)(O[C:5](=[O:11])OC(Cl)(Cl)Cl)Cl.[NH2:13][C:14]1[CH:23]=[CH:22][C:21]([C:24]([C:26]2[N:30]3[CH:31]=[CH:32][CH:33]=[CH:34][C:29]3=[C:28]([C:35]3[CH:40]=[CH:39][CH:38]=[C:37]([C:41]([O:43][CH3:44])=[O:42])[CH:36]=3)[N:27]=2)=[O:25])=[CH:20][C:15]=1[C:16]([O:18][CH3:19])=[O:17].[CH2:45]([NH2:48])[CH2:46][CH3:47].C(N(CC)CC)C, predict the reaction product. The product is: [CH3:44][O:43][C:41]([C:37]1[CH:36]=[C:35]([C:28]2[N:27]=[C:26]([C:24]([C:21]3[CH:22]=[CH:23][C:14]([NH:13][C:5](=[O:11])[NH:48][CH2:45][CH2:46][CH3:47])=[C:15]([CH:20]=3)[C:16]([O:18][CH3:19])=[O:17])=[O:25])[N:30]3[CH:31]=[CH:32][CH:33]=[CH:34][C:29]=23)[CH:40]=[CH:39][CH:38]=1)=[O:42].